Dataset: Full USPTO retrosynthesis dataset with 1.9M reactions from patents (1976-2016). Task: Predict the reactants needed to synthesize the given product. (1) Given the product [C:14]([OH:19])(=[O:30])[CH3:15].[CH2:22]([C:2]1[CH:3]=[CH:4][C:5]([NH:8][C:9]([NH:11][CH2:12][C:13]2[CH:18]=[CH:17][CH:16]=[CH:15][C:14]=2[O:19][CH3:20])=[NH:10])=[N:6][CH:7]=1)[C:23]1[CH:28]=[CH:27][CH:26]=[CH:25][CH:24]=1, predict the reactants needed to synthesize it. The reactants are: I[C:2]1[CH:3]=[CH:4][C:5]([NH:8][C:9]([NH:11][CH2:12][C:13]2[CH:18]=[CH:17][CH:16]=[CH:15][C:14]=2[O:19][CH3:20])=[NH:10])=[N:6][CH:7]=1.[Br-].[CH2:22]([Zn+])[C:23]1[CH:28]=[CH:27][CH:26]=[CH:25][CH:24]=1.[O:30]1CCCC1. (2) Given the product [ClH:38].[NH2:1][C:2]1[N:3]=[C:4]([C:23]2[C:28]([OH:29])=[CH:27][CH:26]=[CH:25][C:24]=2[O:30][CH2:31][C:32]2[CH:37]=[CH:36][CH:35]=[CH:34][CH:33]=2)[CH:5]=[C:6]([CH:10]2[CH2:15][CH2:14][CH2:13][NH:12][CH2:11]2)[C:7]=1[CH:8]=[O:9], predict the reactants needed to synthesize it. The reactants are: [NH2:1][C:2]1[C:7]([CH:8]=[O:9])=[C:6]([CH:10]2[CH2:15][CH2:14][CH2:13][N:12](C(OC(C)(C)C)=O)[CH2:11]2)[CH:5]=[C:4]([C:23]2[C:28]([OH:29])=[CH:27][CH:26]=[CH:25][C:24]=2[O:30][CH2:31][C:32]2[CH:37]=[CH:36][CH:35]=[CH:34][CH:33]=2)[N:3]=1.[ClH:38]. (3) Given the product [CH3:1][O:2][C:3]1[CH:18]=[CH:17][C:6]2[O:7][CH2:8][CH:9]([C:11]3[CH:16]=[CH:15][CH:14]=[CH:13][CH:12]=3)[NH:19][C:5]=2[CH:4]=1, predict the reactants needed to synthesize it. The reactants are: [CH3:1][O:2][C:3]1[CH:18]=[CH:17][C:6]([O:7][CH2:8][C:9]([C:11]2[CH:16]=[CH:15][CH:14]=[CH:13][CH:12]=2)=O)=[C:5]([N+:19]([O-])=O)[CH:4]=1. (4) Given the product [ClH:26].[O:22]1[CH2:21][CH2:20][CH:19]([NH:18][C:17]([C:16]2[C:11]3[C:10]([CH3:27])=[CH:9][NH:8][C:12]=3[C:13]([NH:39][CH:33]3[CH2:38][CH2:37][CH2:36][CH2:35][CH2:34]3)=[N:14][CH:15]=2)=[O:25])[CH2:24][CH2:23]1, predict the reactants needed to synthesize it. The reactants are: C(OC([N:8]1[C:12]2=[C:13]([Cl:26])[N:14]=[CH:15][C:16]([C:17](=[O:25])[NH:18][CH:19]3[CH2:24][CH2:23][O:22][CH2:21][CH2:20]3)=[C:11]2[C:10]([CH3:27])=[CH:9]1)=O)(C)(C)C.CS(O)(=O)=O.[CH:33]1([NH2:39])[CH2:38][CH2:37][CH2:36][CH2:35][CH2:34]1. (5) Given the product [NH2:14][C@H:15]([C:17]1[N:21]([CH:22]2[CH2:23][CH2:24]2)[C:20]2[C:25]([C:30]([N:32]3[CH2:33][CH2:34][O:35][CH2:36][CH2:37]3)=[O:31])=[C:26]([F:29])[CH:27]=[CH:28][C:19]=2[N:18]=1)[CH3:16], predict the reactants needed to synthesize it. The reactants are: C(O)(C(F)(F)F)=O.C(OC(=O)[NH:14][C@H:15]([C:17]1[N:21]([CH:22]2[CH2:24][CH2:23]2)[C:20]2[C:25]([C:30]([N:32]3[CH2:37][CH2:36][O:35][CH2:34][CH2:33]3)=[O:31])=[C:26]([F:29])[CH:27]=[CH:28][C:19]=2[N:18]=1)[CH3:16])(C)(C)C. (6) Given the product [CH2:1]([O:3][C:4]([C:6]1[O:7][C:8]2[CH:15]=[CH:14][CH:13]=[C:12]([NH:16][CH3:19])[C:9]=2[C:10]=1[CH3:11])=[O:5])[CH3:2], predict the reactants needed to synthesize it. The reactants are: [CH2:1]([O:3][C:4]([C:6]1[O:7][C:8]2[CH:15]=[CH:14][CH:13]=[C:12]([NH2:16])[C:9]=2[C:10]=1[CH3:11])=[O:5])[CH3:2].IC.[C:19](=O)([O-])[O-].[Na+].[Na+]. (7) Given the product [N:31]1([C:2]2[N:7]=[C:6]([N:8]3[CH2:12][CH2:11][CH2:10][CH:9]3[C:13]3[O:17][N:16]=[C:15]([C:18]4[CH:23]=[CH:22][CH:21]=[CH:20][N:19]=4)[CH:14]=3)[N:5]=[C:4]([NH:24][C:25]3[CH:29]=[C:28]([CH3:30])[NH:27][N:26]=3)[CH:3]=2)[CH2:36][CH2:35][NH:34][CH2:33][CH2:32]1, predict the reactants needed to synthesize it. The reactants are: Cl[C:2]1[N:7]=[C:6]([N:8]2[CH2:12][CH2:11][CH2:10][CH:9]2[C:13]2[O:17][N:16]=[C:15]([C:18]3[CH:23]=[CH:22][CH:21]=[CH:20][N:19]=3)[CH:14]=2)[N:5]=[C:4]([NH:24][C:25]2[CH:29]=[C:28]([CH3:30])[NH:27][N:26]=2)[CH:3]=1.[NH:31]1[CH2:36][CH2:35][NH:34][CH2:33][CH2:32]1. (8) Given the product [CH3:1][O:2][C:3](=[O:16])[C:4]([C:6]1[CH:7]=[N:8][C:9]([NH2:12])=[CH:10][CH:11]=1)([CH3:15])[CH3:5], predict the reactants needed to synthesize it. The reactants are: [CH3:1][O:2][C:3](=[O:16])[C:4]([CH3:15])([C:6]1[CH:7]=[N:8][C:9]([N+:12]([O-])=O)=[CH:10][CH:11]=1)[CH3:5].[H][H].